The task is: Binary Classification. Given a miRNA mature sequence and a target amino acid sequence, predict their likelihood of interaction.. This data is from Experimentally validated miRNA-target interactions with 360,000+ pairs, plus equal number of negative samples. (1) The miRNA is hsa-miR-595 with sequence GAAGUGUGCCGUGGUGUGUCU. The protein sequence of the target gene is MGGKNKQRTKGNLRPSNSGRAAELLAKEQGTVPGFIGFGTSHSDLGYVPAVQGAEDIDSLVDSDFRMVLRKLSKKDVTTKLKAMQEFGIMCTERDTEAVKGVLPYWPRIFCKISLDHDRRVREATQQAFEKLILKVKKHLAPYLKSVMGYWLMAQCDTYPPAALAAKDAFEAAFPPSKQPEAIAFCKEEITTVLQDHLLKETPDTLSDPQTVPEEEREAKFHRVVTCSLLALKRLLCFLPNNELDSLEEKFKSLLSQNKFWKYGKHSVPQVRSAYFELVSALCQHVPQVMKEEAAKVSPS.... Result: 0 (no interaction). (2) The miRNA is hsa-miR-4636 with sequence AACUCGUGUUCAAAGCCUUUAG. The protein sequence of the target gene is MEPPGPSTPTASAAARADHYTPGLRPLPKRRLLYSFALLLAVLQAVFVPVTANPAHNRPAGLQRPEESPSRGPCLAGQYLSEGNCKPCREGIDYTSHSNHSLDSCILCTVCKEDKVVETRCNITTNTVCRCKPGTFEDKDSPEICQSCSNCTDGEEELTSCTPRENRKCVSKTAWASWHKLGLWIGLLVPVVLLIGALLVWKTGAWRQWLLCIKRGCERDPESANSVHSSLLDRQTSSTTNDSNHNTEPGKTQKTGKKLLVPVNGNDSADDLKFIFEYCSDIVPFDSWNRLMRQLGLTDN.... Result: 0 (no interaction). (3) The miRNA is hsa-miR-6825-3p with sequence GCGCUGACCCGCCUUCUCCGCA. The protein sequence of the target gene is MNRFGTRLVGATATPPPPPKARSNENLDKIDMSLDDIIKLNRKEGKKQNFPRLNRRLQQSGTRQFRMRVRWGIQQNSGFGKTSLSRRGRVLPGKRRPYGVITGLAARKATGIRKGISPMNRPPLSDKNIERYFPALKRKTSLLRQNEVQRKQVAVLKRPNQLNRKNNIPANFTRNGNKLSHQKDTRQATFLFRRGLKVQTQLNTEQLIDDVVAKRTRQWRTSTTNGGILTVSIDNPGAVQCPVTQKPRLTRTAVPSFLTKREQSDVKKVPKGVPLQFDINSVGKQTGMTLNERFGILKEQ.... Result: 0 (no interaction). (4) Result: 0 (no interaction). The miRNA is hsa-miR-7157-5p with sequence UCAGCAUUCAUUGGCACCAGAGA. The protein sequence of the target gene is MARRPRHSIYSSDEDDEDFEMCDHDYDGLLPKSGKRHLGKTRWTREEDEKLKKLVEQNGTDDWKVIANYLPNRTDVQCQHRWQKVLNPELIKGPWTKEEDQRVIELVQKYGPKRWSVIAKHLKGRIGKQCRERWHNHLNPEVKKTSWTEEEDRIIYQAHKRLGNRWAEIAKLLPGRTDNAIKNHWNSTMRRKVEQEGYLQESSKASQPAVATSFQKNSHLMGFAQAPPTAQLPATGQPTVNNDYSYYHISEAQNVSSHVPYPVALHVNIVNVPQPAAAAIQRHYNDEDPEKEKRIKELEL.... (5) The miRNA is hsa-miR-6510-5p with sequence CAGCAGGGGAGAGAGAGGAGUC. The protein sequence of the target gene is MQPRTPLVLCVLLSQVLLLTSAEDLDCTPGFQQKVFHINQPAEFIEDQSILNLTFSDCKGNDKLRYEVSSPYFKVNSDGGLVALRNITAVGKTLFVHARTPHAEDMAELVIVGGKDIQGSLQDIFKFARTSPVPRQKRSIVVSPILIPENQRQPFPRDVGKVVDSDRPERSKFRLTGKGVDQEPKGIFRINENTGSVSVTRTLDREVIAVYQLFVETTDVNGKTLEGPVPLEVIVIDQNDNRPIFREGPYIGHVMEGSPTGTTVMRMTAFDADDPATDNALLRYNIRQQTPDKPSPNMFY.... Result: 0 (no interaction). (6) The miRNA is mmu-miR-466k with sequence UGUGUGUGUACAUGUACAUGUGA. The protein sequence of the target gene is MPRSFLVKKHFNASKKPNYSELDTHTVIISPYLYESYPIPVIPKPEILTSGAYSPITVWTSSAAPLHSPLPSGLSPLTGYSSSLGRVSPPPSSDTSSKDHSGSESPISDEEERLQPKLSDPHAIEAEKFQCNLCNKTYSTFSGLAKHKQLHCDAQSRKSFSCKYCDKEYVSLGALKMHIRTHTLPCVCKICGKAFSRPWLLQGHIRTHTGEKPFSCPHCNRAFADRSNLRAHLQTHSDVKKYQCKNCSKTFSRMSLLHKHEESGCCVAH. Result: 1 (interaction). (7) The miRNA is mmu-miR-3067-5p with sequence AGUUCUCAGGCCCGCUGUGGUGU. The protein sequence of the target gene is MAMQEKYPTEGISHVTSPSSDVIQKGSSLGTEWQTPVISEPFRSRFSRCSSVADSGDTAIGTSCSDIAEDFCSSSGSPPFQPIKSHVTIPTAHVMPSTLGTSPAKPNSTPVGPSSSKLPLSGLAESVGMTRNGDLGAMKHSPGLSRDLMYFSGATGENGIEQSWFPAVGHERQEEARKFDIPSMESTLNQSAMMETLYSDPHHRVRFHNPRTSTSKELYRVLPEAKKAPGSGAVFERNGPHSNSSGVLPLGLQPAPGLSKPLPSQVWQPSPDTWHPREQSCELSTCRQQLELIRLQMEQM.... Result: 0 (no interaction). (8) The miRNA is hsa-miR-143-5p with sequence GGUGCAGUGCUGCAUCUCUGGU. The protein sequence of the target gene is MAASSRAQVLSLYRAMLRESKRFSAYNYRTYAVRRIRDAFRENKNVKDPVEIQTLVNKAKRDLGVIRRQVHIGQLYSTDKLIIENRDMPRT. Result: 1 (interaction). (9) The miRNA is hsa-miR-4453 with sequence GAGCUUGGUCUGUAGCGGUU. The protein sequence of the target gene is MPSCGACTCGAAAVRLITSSLASAQRGISGGRIHMSVLGRLGTFETQILQRAPLRSFTETPAYFASKDGISKDGSGDGNKKSASEGSSKKSGSGNSGKGGNQLRCPKCGDLCTHVETFVSSTRFVKCEKCHHFFVVLSEADSKKSIIKEPESAAEAVKLAFQQKPPPPPKKIYNYLDKYVVGQSFAKKVLSVAVYNHYKRIYNNIPANLRQQAEVEKQTSLTPRELEIRRREDEYRFTKLLQIAGISPHGNALGASMQQQVNQQIPQEKRGGEVLDSSHDDIKLEKSNILLLGPTGSGKT.... Result: 1 (interaction).